This data is from Forward reaction prediction with 1.9M reactions from USPTO patents (1976-2016). The task is: Predict the product of the given reaction. (1) Given the reactants [C:1]([O:7][CH2:8][C@H:9]([C:15]1[C:24]([CH3:25])=[CH:23][C:18]2[N:19]=[C:20](Br)[S:21][C:17]=2[C:16]=1[C:26]1[CH:31]=[CH:30][C:29]([Cl:32])=[CH:28][CH:27]=1)[O:10][C:11]([CH3:14])([CH3:13])[CH3:12])(=[O:6])[C:2]([CH3:5])([CH3:4])[CH3:3].[Cl:33][C:34]1[CH:39]=[C:38](B(O)O)[CH:37]=[CH:36][N:35]=1.C(=O)([O-])[O-].[K+].[K+], predict the reaction product. The product is: [C:1]([O:7][CH2:8][C@@H:9]([O:10][C:11]([CH3:14])([CH3:13])[CH3:12])[C:15]1[C:24]([CH3:25])=[CH:23][C:18]2[N:19]=[C:20]([C:38]3[CH:37]=[CH:36][N:35]=[C:34]([Cl:33])[CH:39]=3)[S:21][C:17]=2[C:16]=1[C:26]1[CH:31]=[CH:30][C:29]([Cl:32])=[CH:28][CH:27]=1)(=[O:6])[C:2]([CH3:5])([CH3:4])[CH3:3]. (2) The product is: [C:11]1([C@@H:9]([N:8]2[C:6]3=[N:7][CH:2]=[CH:3][N:4]=[C:5]3[NH:17][C:39]2=[O:40])[CH3:10])[CH:16]=[CH:15][CH:14]=[CH:13][CH:12]=1.[Br:1][C:2]1[N:7]=[C:6]([NH:8][C@H:9]([C:11]2[CH:12]=[CH:13][CH:14]=[CH:15][CH:16]=2)[CH3:10])[C:5]([NH2:17])=[N:4][CH:3]=1. Given the reactants [Br:1][C:2]1[N:7]=[C:6]([NH:8][C@H:9]([C:11]2[CH:16]=[CH:15][CH:14]=[CH:13][CH:12]=2)[CH3:10])[C:5]([NH2:17])=[N:4][CH:3]=1.C[C@H](N)C1C=CC=CC=1.NC1C(Br)=NC(Br)=CN=1.CCC[CH2:39][OH:40], predict the reaction product. (3) Given the reactants [O:1]1CCO[CH:2]1[C:6]1[CH:11]=[CH:10][C:9]([NH:12][C:13]([CH2:15][CH2:16][CH2:17][N:18]([CH3:45])[C:19]([CH2:21][CH2:22][N:23]2[CH2:28][CH2:27][CH:26]([O:29][C:30](=[O:44])[NH:31][C:32]3[CH:37]=[CH:36][CH:35]=[CH:34][C:33]=3[C:38]3[CH:43]=[CH:42][CH:41]=[CH:40][CH:39]=3)[CH2:25][CH2:24]2)=[O:20])=[O:14])=[CH:8][CH:7]=1.Cl.O, predict the reaction product. The product is: [CH:2]([C:6]1[CH:11]=[CH:10][C:9]([NH:12][C:13]([CH2:15][CH2:16][CH2:17][N:18]([CH3:45])[C:19]([CH2:21][CH2:22][N:23]2[CH2:24][CH2:25][CH:26]([O:29][C:30](=[O:44])[NH:31][C:32]3[CH:37]=[CH:36][CH:35]=[CH:34][C:33]=3[C:38]3[CH:43]=[CH:42][CH:41]=[CH:40][CH:39]=3)[CH2:27][CH2:28]2)=[O:20])=[O:14])=[CH:8][CH:7]=1)=[O:1]. (4) Given the reactants O.[OH-].[Li+].[CH2:4]([C:6]1[CH:11]=[CH:10][C:9]([NH:12][C:13]2[O:17][C:16]([C:18]([NH:20][C:21]3[CH:26]=[CH:25][C:24]([C@H:27]4[CH2:32][CH2:31][C@H:30]([CH2:33][C:34]([O:36]C)=[O:35])[CH2:29][CH2:28]4)=[CH:23][CH:22]=3)=[O:19])=[N:15][N:14]=2)=[CH:8][CH:7]=1)[CH3:5].Cl, predict the reaction product. The product is: [CH2:4]([C:6]1[CH:11]=[CH:10][C:9]([NH:12][C:13]2[O:17][C:16]([C:18]([NH:20][C:21]3[CH:22]=[CH:23][C:24]([C@H:27]4[CH2:32][CH2:31][C@H:30]([CH2:33][C:34]([OH:36])=[O:35])[CH2:29][CH2:28]4)=[CH:25][CH:26]=3)=[O:19])=[N:15][N:14]=2)=[CH:8][CH:7]=1)[CH3:5].